From a dataset of Forward reaction prediction with 1.9M reactions from USPTO patents (1976-2016). Predict the product of the given reaction. (1) Given the reactants [CH:1]([N:4]1[CH:8]=[CH:7][C:6]([CH2:9][OH:10])=[N:5]1)([CH3:3])[CH3:2].CC(OI1(OC(C)=O)(OC(C)=O)OC(=O)C2C=CC=CC1=2)=O, predict the reaction product. The product is: [CH:1]([N:4]1[CH:8]=[CH:7][C:6]([CH:9]=[O:10])=[N:5]1)([CH3:3])[CH3:2]. (2) Given the reactants [CH2:1]1[O:24][C:23]2[CH:22]=[CH:21][C:5]([CH2:6][CH2:7][C:8]3[S:9][CH:10]=[CH:11][C:12]=3[S:13](N3C=CC=C3)(=[O:15])=[O:14])=[CH:4][C:3]=2[O:2]1.[K].S(Cl)([Cl:29])(=O)=O, predict the reaction product. The product is: [Cl:29][S:13]([C:12]1[CH:11]=[CH:10][S:9][C:8]=1[CH2:7][CH2:6][C:5]1[CH:21]=[CH:22][C:23]2[O:24][CH2:1][O:2][C:3]=2[CH:4]=1)(=[O:15])=[O:14]. (3) Given the reactants Br[CH2:2][C:3]1[CH:8]=[CH:7][C:6]([CH2:9][C:10]([OH:12])=O)=[CH:5][CH:4]=1.S(Cl)(Cl)=O.[CH2:17]([NH2:24])[CH2:18][CH2:19][CH2:20][CH2:21][CH2:22][CH3:23].C(N(CC)C(C)C)(C)C.Cl.C([O-])([O-])=[O:36].[Ca+2], predict the reaction product. The product is: [CH2:17]([NH:24][C:10](=[O:12])[CH2:9][C:6]1[CH:5]=[CH:4][C:3]([CH2:2][OH:36])=[CH:8][CH:7]=1)[CH2:18][CH2:19][CH2:20][CH2:21][CH2:22][CH3:23]. (4) Given the reactants [CH3:1][O:2][C:3]1[CH:8]=[CH:7][C:6]([C:9]([F:12])([F:11])[F:10])=[CH:5][C:4]=1[N:13]=[C:14]=[O:15].[NH2:16][C:17]1[CH:34]=[CH:33][C:20]([O:21][C:22]2[CH:23]=[C:24]3[C:28](=[CH:29][CH:30]=2)[C:27](=[O:31])[NH:26][C:25]3=[O:32])=[CH:19][CH:18]=1.CO, predict the reaction product. The product is: [CH3:1][O:2][C:3]1[CH:8]=[CH:7][C:6]([C:9]([F:12])([F:11])[F:10])=[CH:5][C:4]=1[NH:13][C:14]([NH:16][C:17]1[CH:18]=[CH:19][C:20]([O:21][C:22]2[CH:23]=[C:24]3[C:28](=[CH:29][CH:30]=2)[C:27](=[O:31])[NH:26][C:25]3=[O:32])=[CH:33][CH:34]=1)=[O:15]. (5) Given the reactants Cl.[NH2:2][C:3]([CH3:11])([CH3:10])[CH2:4][C:5]([O:7][CH2:8][CH3:9])=[O:6].Br[CH2:13][C:14]1[O:18][N:17]=[C:16]([C:19]2[CH:24]=[CH:23][C:22]([Cl:25])=[CH:21][CH:20]=2)[CH:15]=1.C(=O)([O-])[O-].[K+].[K+], predict the reaction product. The product is: [Cl:25][C:22]1[CH:21]=[CH:20][C:19]([C:16]2[CH:15]=[C:14]([CH2:13][NH:2][C:3]([CH3:11])([CH3:10])[CH2:4][C:5]([O:7][CH2:8][CH3:9])=[O:6])[O:18][N:17]=2)=[CH:24][CH:23]=1. (6) Given the reactants [Cl:1][C:2]1[CH:3]=[C:4]([NH:11][C:12]2[N:17]=[C:16]([N:18]3[CH2:23][C@@H:22]4[C@@:20]([NH:25][C:26](=[O:32])OC(C)(C)C)([C@@H:21]4[CH3:24])[CH2:19]3)[C:15]([F:33])=[CH:14][N:13]=2)[CH:5]=[N:6][C:7]=1[C@@H:8]([OH:10])[CH3:9].Cl.C(N(CC)CC)C.CN(C(ON1N=NC2[CH:53]=[CH:54][CH:55]=NC1=2)=[N+](C)C)C.F[P-](F)(F)(F)(F)F, predict the reaction product. The product is: [Cl:1][C:2]1[CH:3]=[C:4]([NH:11][C:12]2[N:17]=[C:16]([N:18]3[CH2:23][C@@H:22]4[C@@:20]([NH:25][C:26]([CH:53]5[CH2:54][CH2:55]5)=[O:32])([C@@H:21]4[CH3:24])[CH2:19]3)[C:15]([F:33])=[CH:14][N:13]=2)[CH:5]=[N:6][C:7]=1[C@H:8]([OH:10])[CH3:9].